Dataset: Reaction yield outcomes from USPTO patents with 853,638 reactions. Task: Predict the reaction yield, written as a fraction of the theoretical maximum amount of product (1.0 means a 100% yield; for example, 0.34 means a 34% yield). The reactants are [OH-].[Na+].C([O:5][C:6](=[O:28])[C:7]([N:9]1[CH2:14][CH2:13][N:12]([C:15](=[O:27])[C:16]2[CH:21]=[C:20]([F:22])[CH:19]=[CH:18][C:17]=2[C:23]([F:26])([F:25])[F:24])[CH2:11][CH2:10]1)=[O:8])C.Cl. The catalyst is O.C1COCC1. The product is [F:22][C:20]1[CH:19]=[CH:18][C:17]([C:23]([F:25])([F:24])[F:26])=[C:16]([CH:21]=1)[C:15]([N:12]1[CH2:13][CH2:14][N:9]([C:7](=[O:8])[C:6]([OH:28])=[O:5])[CH2:10][CH2:11]1)=[O:27]. The yield is 0.432.